Predict hERG channel inhibition at various concentrations. From a dataset of hERG Central: cardiac toxicity at 1µM, 10µM, and general inhibition. Results: hERG_inhib (hERG inhibition (general)): blocker. The drug is COc1ccc(-c2cc3c(=O)n(CC(=O)NCCCN4CCN(Cc5ccccc5)CC4)ncn3n2)cc1.